The task is: Binary Classification. Given a drug SMILES string, predict its activity (active/inactive) in a high-throughput screening assay against a specified biological target.. This data is from KCNQ2 potassium channel screen with 302,405 compounds. The compound is O=C(c1cc([nH]c1)C(=O)NCc1cccnc1)CCC. The result is 0 (inactive).